This data is from CYP2C9 inhibition data for predicting drug metabolism from PubChem BioAssay. The task is: Regression/Classification. Given a drug SMILES string, predict its absorption, distribution, metabolism, or excretion properties. Task type varies by dataset: regression for continuous measurements (e.g., permeability, clearance, half-life) or binary classification for categorical outcomes (e.g., BBB penetration, CYP inhibition). Dataset: cyp2c9_veith. The drug is CCN(CC)CCNC(=O)c1cc(Br)c(N)cc1OC. The result is 0 (non-inhibitor).